From a dataset of Full USPTO retrosynthesis dataset with 1.9M reactions from patents (1976-2016). Predict the reactants needed to synthesize the given product. (1) The reactants are: [F:1][C:2]1[CH:3]=[CH:4][C:5]2[S:9][C:8]([CH:10]([CH2:28][CH2:29][CH2:30][CH3:31])[CH2:11][CH2:12][O:13][C:14]3[CH:19]=[CH:18][C:17]([O:20][CH2:21][C:22]([O:24]CC)=[O:23])=[C:16]([CH3:27])[CH:15]=3)=[C:7]([CH3:32])[C:6]=2[CH:33]=1.[OH-].[Na+]. Given the product [F:1][C:2]1[CH:3]=[CH:4][C:5]2[S:9][C:8]([CH:10]([CH2:28][CH2:29][CH2:30][CH3:31])[CH2:11][CH2:12][O:13][C:14]3[CH:19]=[CH:18][C:17]([O:20][CH2:21][C:22]([OH:24])=[O:23])=[C:16]([CH3:27])[CH:15]=3)=[C:7]([CH3:32])[C:6]=2[CH:33]=1, predict the reactants needed to synthesize it. (2) Given the product [OH:1][C:4]1[CH:8]=[CH:6][CH:5]=[C:4]2[C:5]=1[CH:6]=[C:14]([O:13][CH3:12])[C:16]([C:9]([OH:10])=[O:2])=[CH:8]2, predict the reactants needed to synthesize it. The reactants are: [OH2:1].[OH-:2].[Li+].[CH2:4]1[CH2:8]O[CH2:6][CH2:5]1.[CH3:9][OH:10].C[CH2:12][O:13][C:14]([CH3:16])=O. (3) Given the product [C:1]([O:5][C:6]([NH:8][C@@H:9]([CH2:13][CH2:14][C:15]1[N:19]([CH2:20][C:21]2[CH:26]=[CH:25][C:24]([C:27]([CH3:28])([CH3:29])[CH3:30])=[CH:23][CH:22]=2)[C:18]2[CH:31]=[C:32]([CH3:36])[C:33]([CH3:35])=[CH:34][C:17]=2[N:16]=1)[C:10]([NH:69][O:68][C:49]([C:50]1[CH:55]=[CH:54][CH:53]=[CH:52][CH:51]=1)([C:62]1[CH:63]=[CH:64][CH:65]=[CH:66][CH:67]=1)[C:56]1[CH:57]=[CH:58][CH:59]=[CH:60][CH:61]=1)=[O:11])=[O:7])([CH3:2])([CH3:4])[CH3:3], predict the reactants needed to synthesize it. The reactants are: [C:1]([O:5][C:6]([NH:8][C@@H:9]([CH2:13][CH2:14][C:15]1[N:19]([CH2:20][C:21]2[CH:26]=[CH:25][C:24]([C:27]([CH3:30])([CH3:29])[CH3:28])=[CH:23][CH:22]=2)[C:18]2[CH:31]=[C:32]([CH3:36])[C:33]([CH3:35])=[CH:34][C:17]=2[N:16]=1)[C:10](O)=[O:11])=[O:7])([CH3:4])([CH3:3])[CH3:2].CCN=C=NCCCN(C)C.Cl.[C:49]([O:68][NH2:69])([C:62]1[CH:67]=[CH:66][CH:65]=[CH:64][CH:63]=1)([C:56]1[CH:61]=[CH:60][CH:59]=[CH:58][CH:57]=1)[C:50]1[CH:55]=[CH:54][CH:53]=[CH:52][CH:51]=1.